From a dataset of Full USPTO retrosynthesis dataset with 1.9M reactions from patents (1976-2016). Predict the reactants needed to synthesize the given product. (1) Given the product [CH3:17][C:8]12[CH2:7][C:6]3([NH2:5])[CH2:13][CH:12]([CH2:11][C:10]([CH3:16])([CH2:15]3)[CH2:9]1)[CH2:14]2.[ClH:1], predict the reactants needed to synthesize it. The reactants are: [Cl:1]CC([NH:5][C:6]12[CH2:15][C:10]3([CH3:16])[CH2:11][CH:12]([CH2:14][C:8]([CH3:17])([CH2:9]3)[CH2:7]1)[CH2:13]2)=O.NC(N)=S.O.Cl. (2) Given the product [O:13]1[CH2:14][CH2:1][O:2][C:3]2[CH:4]=[C:5]([C:6]3[N:27]=[C:25]([N:24]([CH2:23][CH2:22][CH2:21][N:15]4[CH2:16][CH2:17][O:18][CH2:19][CH2:20]4)[C:42]([C:38]4[S:37][CH:41]=[CH:40][CH:39]=4)=[O:43])[S:26][CH:7]=3)[CH:10]=[CH:11][C:12]1=2, predict the reactants needed to synthesize it. The reactants are: [CH2:1]1[CH2:14][O:13][C:12]2[CH:11]=[CH:10][C:5]([C:6](=O)[CH2:7]Br)=[CH:4][C:3]=2[O:2]1.[N:15]1([CH2:21][CH2:22][CH2:23][NH:24][C:25]([NH2:27])=[S:26])[CH2:20][CH2:19][O:18][CH2:17][CH2:16]1.C(N(CC)C(C)C)(C)C.[S:37]1[CH:41]=[CH:40][CH:39]=[C:38]1[C:42](Cl)=[O:43]. (3) Given the product [CH3:27][C:28]1[S:32][C:31]2[CH:33]=[CH:34][NH:18][C:8](=[O:7])[C:30]=2[CH:29]=1, predict the reactants needed to synthesize it. The reactants are: C1([O:7][C:8]2C=CC=CC=2)C=CC=CC=1.C([N:18](CCCC)CCCC)CCC.[CH3:27][C:28]1[S:32][C:31](/[CH:33]=[CH:34]/C(N=[N+]=[N-])=O)=[CH:30][CH:29]=1.CCCCCC.